From a dataset of Catalyst prediction with 721,799 reactions and 888 catalyst types from USPTO. Predict which catalyst facilitates the given reaction. (1) The catalyst class is: 9. Reactant: [C:1]1([C:7]2[N:11]=[C:10]([N:12]3[CH2:17][CH2:16][N:15]([C:18]([NH:20][C:21]4[CH:22]=[N:23][CH:24]=[CH:25][CH:26]=4)=[O:19])[CH2:14][CH2:13]3)[S:9][N:8]=2)[CH:6]=[CH:5][CH:4]=[CH:3][CH:2]=1.[H-].[Na+].[CH3:29]I.[Cl-].[NH4+]. Product: [CH3:29][N:20]([C:21]1[CH:22]=[N:23][CH:24]=[CH:25][CH:26]=1)[C:18]([N:15]1[CH2:16][CH2:17][N:12]([C:10]2[S:9][N:8]=[C:7]([C:1]3[CH:2]=[CH:3][CH:4]=[CH:5][CH:6]=3)[N:11]=2)[CH2:13][CH2:14]1)=[O:19]. (2) Reactant: Br[C:2]1[CH:3]=[C:4]2[CH:10]=[N:9][NH:8][C:5]2=[CH:6][N:7]=1.C([O-])([O-])=O.[Na+].[Na+].[N:17]1[CH:22]=[CH:21][CH:20]=[C:19](B(O)O)[CH:18]=1. Product: [N:17]1[CH:22]=[CH:21][CH:20]=[C:19]([C:2]2[CH:3]=[C:4]3[CH:10]=[N:9][NH:8][C:5]3=[CH:6][N:7]=2)[CH:18]=1. The catalyst class is: 151.